This data is from Reaction yield outcomes from USPTO patents with 853,638 reactions. The task is: Predict the reaction yield, written as a fraction of the theoretical maximum amount of product (1.0 means a 100% yield; for example, 0.34 means a 34% yield). The reactants are CCN(C(C)C)C(C)C.Cl[C:11]1[CH:12]=[CH:13][C:14]2[N:15]([C:17]([C:20]([F:23])([F:22])[F:21])=[N:18][N:19]=2)[N:16]=1.[OH:24][C:25]1[CH:30]=[CH:29][C:28]([C:31]2([OH:37])[CH2:36][CH2:35][NH:34][CH2:33][CH2:32]2)=[CH:27][CH:26]=1. The catalyst is CN(C=O)C. The product is [OH:24][C:25]1[CH:30]=[CH:29][C:28]([C:31]2([OH:37])[CH2:32][CH2:33][N:34]([C:11]3[CH:12]=[CH:13][C:14]4[N:15]([C:17]([C:20]([F:23])([F:22])[F:21])=[N:18][N:19]=4)[N:16]=3)[CH2:35][CH2:36]2)=[CH:27][CH:26]=1. The yield is 0.990.